This data is from Peptide-MHC class II binding affinity with 134,281 pairs from IEDB. The task is: Regression. Given a peptide amino acid sequence and an MHC pseudo amino acid sequence, predict their binding affinity value. This is MHC class II binding data. (1) The peptide sequence is LTKYTMADLVYALRH. The MHC is DRB1_0101 with pseudo-sequence DRB1_0101. The binding affinity (normalized) is 0.761. (2) The peptide sequence is NIQIRLPWYSYLYAV. The MHC is HLA-DPA10201-DPB10101 with pseudo-sequence HLA-DPA10201-DPB10101. The binding affinity (normalized) is 0.373. (3) The peptide sequence is TEAFSTAWQAACKKP. The MHC is HLA-DPA10201-DPB10101 with pseudo-sequence HLA-DPA10201-DPB10101. The binding affinity (normalized) is 0.382. (4) The peptide sequence is PVQEFTVPRTKYTAT. The MHC is DRB1_1101 with pseudo-sequence DRB1_1101. The binding affinity (normalized) is 0.394. (5) The peptide sequence is IDINSESLSLISHVV. The MHC is DRB1_0101 with pseudo-sequence DRB1_0101. The binding affinity (normalized) is 0.288. (6) The peptide sequence is GTDFTLTISSLQPED. The MHC is DRB1_0401 with pseudo-sequence DRB1_0401. The binding affinity (normalized) is 0.337.